Task: Predict which catalyst facilitates the given reaction.. Dataset: Catalyst prediction with 721,799 reactions and 888 catalyst types from USPTO (1) Reactant: [OH:1][C:2]1[C:9]([CH3:10])=[N:8][CH:7]=[C:6]([CH3:11])[C:3]=1[CH:4]=O.[Cl:12][C:13]1[CH:14]=[C:15]([CH:17]=[CH:18][C:19]=1[F:20])[NH2:16].[Si]([C:25]#[N:26])(C)(C)C. Product: [Cl:12][C:13]1[CH:14]=[C:15]([NH:16][C:4]2[C:3]3[C:2](=[C:9]([CH3:10])[N:8]=[CH:7][C:6]=3[CH3:11])[O:1][C:25]=2[NH2:26])[CH:17]=[CH:18][C:19]=1[F:20]. The catalyst class is: 130. (2) Reactant: [F:1][C:2]([F:12])([F:11])[O:3][C:4]1[CH:10]=[CH:9][C:7]([NH2:8])=[CH:6][CH:5]=1.Cl[C:14]1[C:15](=[O:33])[N:16]([CH2:26][C:27]2[CH:28]=[N:29][CH:30]=[CH:31][CH:32]=2)[C:17](=[O:25])[C:18]=1[C:19]1[CH:24]=[CH:23][CH:22]=[CH:21][CH:20]=1.O. Product: [C:19]1([C:18]2[C:17](=[O:25])[N:16]([CH2:26][C:27]3[CH:28]=[N:29][CH:30]=[CH:31][CH:32]=3)[C:15](=[O:33])[C:14]=2[NH:8][C:7]2[CH:9]=[CH:10][C:4]([O:3][C:2]([F:11])([F:12])[F:1])=[CH:5][CH:6]=2)[CH:24]=[CH:23][CH:22]=[CH:21][CH:20]=1. The catalyst class is: 23. (3) Reactant: C([O:3][C:4](=[O:37])[CH2:5][CH:6]1[S:10][C:9]([C:11]2[NH:12][C:13]3[C:18]([CH:19]=2)=[CH:17][C:16]([O:20][C:21]2[CH:22]=[N:23][C:24]([CH2:27][O:28][CH3:29])=[CH:25][CH:26]=2)=[CH:15][C:14]=3[O:30][CH:31]2[CH2:36][CH2:35][O:34][CH2:33][CH2:32]2)=[N:8][CH2:7]1)C.[OH-].[Na+].O1CCCC1. Product: [CH3:29][O:28][CH2:27][C:24]1[N:23]=[CH:22][C:21]([O:20][C:16]2[CH:17]=[C:18]3[C:13](=[C:14]([O:30][CH:31]4[CH2:36][CH2:35][O:34][CH2:33][CH2:32]4)[CH:15]=2)[NH:12][C:11]([C:9]2[S:10][CH:6]([CH2:5][C:4]([OH:37])=[O:3])[CH2:7][N:8]=2)=[CH:19]3)=[CH:26][CH:25]=1. The catalyst class is: 8. (4) Reactant: [CH3:1][C:2]1([C:7]2[CH:8]=[C:9]([O:13][CH2:14][O:15][CH3:16])[CH:10]=[CH:11][CH:12]=2)[O:6][CH2:5][CH2:4][O:3]1.C([Li])(C)(C)C.[C:22](=[O:24])=[O:23]. Product: [CH3:1][C:2]1([C:7]2[CH:12]=[CH:11][C:10]([C:22]([OH:24])=[O:23])=[C:9]([O:13][CH2:14][O:15][CH3:16])[CH:8]=2)[O:6][CH2:5][CH2:4][O:3]1. The catalyst class is: 28. (5) Reactant: CS(O[N:6]=[C:7](Cl)[C@H:8]1[CH2:12][O:11][C:10]2([CH2:17][CH2:16][CH2:15][CH2:14][CH2:13]2)[O:9]1)(=O)=O.N1C=CC=CC=1.[S-:25][C:26]#[N:27].[Na+].[CH2:29]([C:31]1[C:36]([O:37][C:38]2[C:39]([NH2:51])=[N:40][CH:41]=[C:42]([S:44][C:45]3[CH:50]=[CH:49][CH:48]=[CH:47][N:46]=3)[CH:43]=2)=[CH:35][CH:34]=[CH:33][N:32]=1)[CH3:30]. Product: [CH2:29]([C:31]1[C:36]([O:37][C:38]2[C:39]([NH:51][C:26]3[S:25][N:6]=[C:7]([C@H:8]4[CH2:12][O:11][C:10]5([CH2:13][CH2:14][CH2:15][CH2:16][CH2:17]5)[O:9]4)[N:27]=3)=[N:40][CH:41]=[C:42]([S:44][C:45]3[CH:50]=[CH:49][CH:48]=[CH:47][N:46]=3)[CH:43]=2)=[CH:35][CH:34]=[CH:33][N:32]=1)[CH3:30]. The catalyst class is: 10. (6) Reactant: [OH:1][C@H:2]1[CH2:6][NH:5][C@@H:4]([C:7]([OH:9])=[O:8])[CH2:3]1.[OH-].[Na+].[CH3:12][C:13]([O:16][C:17](O[C:17]([O:16][C:13]([CH3:15])([CH3:14])[CH3:12])=[O:18])=[O:18])([CH3:15])[CH3:14]. Product: [C:13]([O:16][C:17]([N:5]1[CH2:6][C@H:2]([OH:1])[CH2:3][C@@H:4]1[C:7]([OH:9])=[O:8])=[O:18])([CH3:15])([CH3:14])[CH3:12]. The catalyst class is: 249. (7) Reactant: [Cl:1][C:2]1[CH:3]=[C:4]([CH:18]=[CH:19][C:20]=1[F:21])[CH2:5][CH:6]1[C:13]2[CH:12]=[C:11]([C:14]([O:16]C)=[O:15])[NH:10][C:9]=2[CH2:8][CH2:7]1.[OH-].[Li+].CO. Product: [Cl:1][C:2]1[CH:3]=[C:4]([CH:18]=[CH:19][C:20]=1[F:21])[CH2:5][CH:6]1[C:13]2[CH:12]=[C:11]([C:14]([OH:16])=[O:15])[NH:10][C:9]=2[CH2:8][CH2:7]1. The catalyst class is: 1. (8) Product: [OH:8][C:9]1[CH2:13][N:12]([C:14]2[CH:23]=[C:22]3[C:17]([CH:18]=[C:19]([C:25]4[CH:30]=[CH:29][CH:28]=[CH:27][C:26]=4[C:31]([F:34])([F:32])[F:33])[NH:20][C:21]3=[O:24])=[CH:16][CH:15]=2)[C:11](=[O:35])[CH:10]=1. The catalyst class is: 293. Reactant: C([O:8][C:9]1[CH2:13][N:12]([C:14]2[CH:23]=[C:22]3[C:17]([CH:18]=[C:19]([C:25]4[CH:30]=[CH:29][CH:28]=[CH:27][C:26]=4[C:31]([F:34])([F:33])[F:32])[NH:20][C:21]3=[O:24])=[CH:16][CH:15]=2)[C:11](=[O:35])[CH:10]=1)C1C=CC=CC=1.[H][H]. (9) Reactant: [CH3:1][S:2][C:3]1[CH:10]=[CH:9][C:6]([CH2:7]Br)=[CH:5][CH:4]=1.[H-].[Na+].[F:13][C:14]([F:23])([F:22])[CH2:15][CH2:16][CH:17]([C:20]#[N:21])[C:18]#[N:19]. Product: [CH3:1][S:2][C:3]1[CH:10]=[CH:9][C:6]([CH2:7][C:17]([CH2:16][CH2:15][C:14]([F:13])([F:22])[F:23])([C:18]#[N:19])[C:20]#[N:21])=[CH:5][CH:4]=1. The catalyst class is: 9.